Dataset: CYP3A4 inhibition data for predicting drug metabolism from PubChem BioAssay. Task: Regression/Classification. Given a drug SMILES string, predict its absorption, distribution, metabolism, or excretion properties. Task type varies by dataset: regression for continuous measurements (e.g., permeability, clearance, half-life) or binary classification for categorical outcomes (e.g., BBB penetration, CYP inhibition). Dataset: cyp3a4_veith. (1) The molecule is COc1ccc2[nH]cc(CCNc3ncnc4ccc(-c5ccc(C(=O)N(C)C)cc5)cc34)c2c1. The result is 1 (inhibitor). (2) The drug is CCOc1cc(/C=N/NC(=O)CN2CCCCC2)ccc1OCc1ccccc1. The result is 0 (non-inhibitor). (3) The molecule is C[C@@H]1NCCc2cc(O)c(O)cc21. The result is 0 (non-inhibitor). (4) The drug is COC(=O)[C@@]1(Cc2ccc(OC)cc2)[C@H]2c3cc(C(=O)N4CCCC4)n(C[C@H](O)CO)c3C[C@H]2CN1C(=O)c1ccccc1. The result is 1 (inhibitor).